The task is: Predict the product of the given reaction.. This data is from Forward reaction prediction with 1.9M reactions from USPTO patents (1976-2016). (1) Given the reactants Br[C:2]1[CH:3]=[C:4]2[C:9](=[CH:10][CH:11]=1)[C:8](=[O:12])[NH:7][N:6]=[C:5]2[Cl:13].[F:14][CH:15]([F:25])[O:16][C:17]1[CH:24]=[CH:23][CH:22]=[CH:21][C:18]=1[CH2:19][NH2:20].C1C=CC(P(C2C(C3C(P(C4C=CC=CC=4)C4C=CC=CC=4)=CC=C4C=3C=CC=C4)=C3C(C=CC=C3)=CC=2)C2C=CC=CC=2)=CC=1.CC([O-])(C)C.[Na+], predict the reaction product. The product is: [Cl:13][C:5]1[C:4]2[C:9](=[CH:10][CH:11]=[C:2]([NH:20][CH2:19][C:18]3[CH:21]=[CH:22][CH:23]=[CH:24][C:17]=3[O:16][CH:15]([F:14])[F:25])[CH:3]=2)[C:8](=[O:12])[NH:7][N:6]=1. (2) The product is: [CH2:1]([C:3]1[N:7]([CH2:8][C:9]2[N:10]=[C:11]3[S:18][C:17]([CH3:19])=[C:16]([CH:20]4[CH2:22][CH:21]4[CH2:23][OH:24])[N:12]3[C:13](=[O:15])[CH:14]=2)[N:6]=[C:5]([C:26]([F:29])([F:27])[F:28])[CH:4]=1)[CH3:2]. Given the reactants [CH2:1]([C:3]1[N:7]([CH2:8][C:9]2[N:10]=[C:11]3[S:18][C:17]([CH3:19])=[C:16]([CH:20]4[CH2:22][CH:21]4[C:23](O)=[O:24])[N:12]3[C:13](=[O:15])[CH:14]=2)[N:6]=[C:5]([C:26]([F:29])([F:28])[F:27])[CH:4]=1)[CH3:2].C(N(CC)CC)C.ClC(OC(C)C)=O.[BH4-].[Na+], predict the reaction product.